This data is from Catalyst prediction with 721,799 reactions and 888 catalyst types from USPTO. The task is: Predict which catalyst facilitates the given reaction. (1) Reactant: [CH3:1][CH2:2][CH2:3][CH2:4][CH2:5]/[CH:6]=[CH:7]/[C:8]([CH2:10][CH2:11][C:12]1[CH:17]=[CH:16][C:15]([OH:18])=[C:14]([O:19][CH3:20])[CH:13]=1)=[O:9]. Product: [OH:18][C:15]1[CH:16]=[CH:17][C:12]([CH2:11][CH2:10][C:8](=[O:9])[CH2:7][CH2:6][CH2:5][CH2:4][CH2:3][CH2:2][CH3:1])=[CH:13][C:14]=1[O:19][CH3:20]. The catalyst class is: 123. (2) Reactant: [I:1]N1C(=O)CCC1=O.[S:9]1[CH:13]=[C:12]([NH:14][C:15](=[O:21])[O:16][C:17]([CH3:20])([CH3:19])[CH3:18])[N:11]=[CH:10]1. Product: [I:1][C:13]1[S:9][CH:10]=[N:11][C:12]=1[NH:14][C:15](=[O:21])[O:16][C:17]([CH3:18])([CH3:20])[CH3:19]. The catalyst class is: 68.